This data is from Reaction yield outcomes from USPTO patents with 853,638 reactions. The task is: Predict the reaction yield, written as a fraction of the theoretical maximum amount of product (1.0 means a 100% yield; for example, 0.34 means a 34% yield). (1) The reactants are [CH3:1][CH:2]1[CH2:4][CH:3]1[C:5]([OH:7])=O.O1CCCC1.C(Cl)(=O)C(Cl)=O.Cl.[NH2:20][C:21]1[N:22]=[C:23]2[CH:28]=[CH:27][C:26]([O:29][C:30]3[CH:31]=[CH:32][C:33]([CH3:46])=[C:34]([NH:36][C:37]([C:39]4[N:43]([CH3:44])[N:42]=[C:41]([CH3:45])[CH:40]=4)=[O:38])[CH:35]=3)=[N:25][N:24]2[CH:47]=1. The catalyst is CN(C)C=O.CN(C)C(=O)C. The product is [CH3:44][N:43]1[C:39]([C:37]([NH:36][C:34]2[CH:35]=[C:30]([O:29][C:26]3[CH:27]=[CH:28][C:23]4[N:24]([CH:47]=[C:21]([NH:20][C:5]([CH:3]5[CH2:4][CH:2]5[CH3:1])=[O:7])[N:22]=4)[N:25]=3)[CH:31]=[CH:32][C:33]=2[CH3:46])=[O:38])=[CH:40][C:41]([CH3:45])=[N:42]1. The yield is 0.700. (2) The reactants are Cl[C:2]1[CH:11]=[CH:10][CH:9]=[C:8]2[C:3]=1[C:4](=[O:29])[N:5]([C:13]1[CH:18]=[CH:17][C:16]([O:19][CH2:20][CH2:21][CH2:22][N:23]3[CH2:28][CH2:27][CH2:26][CH2:25][CH2:24]3)=[CH:15][CH:14]=1)[C:6]([CH3:12])=[N:7]2.[C:30]1(OB(O)O)[CH:35]=[CH:34][CH:33]=[CH:32][CH:31]=1.C(=O)([O-])[O-].[Cs+].[Cs+].C(P(C(C)(C)C)C(C)(C)C)(C)(C)C. The catalyst is O1CCOCC1.C1C=CC(/C=C/C(/C=C/C2C=CC=CC=2)=O)=CC=1.C1C=CC(/C=C/C(/C=C/C2C=CC=CC=2)=O)=CC=1.C1C=CC(/C=C/C(/C=C/C2C=CC=CC=2)=O)=CC=1.[Pd].[Pd].O. The product is [CH3:12][C:6]1[N:5]([C:13]2[CH:14]=[CH:15][C:16]([O:19][CH2:20][CH2:21][CH2:22][N:23]3[CH2:24][CH2:25][CH2:26][CH2:27][CH2:28]3)=[CH:17][CH:18]=2)[C:4](=[O:29])[C:3]2[C:8](=[CH:9][CH:10]=[CH:11][C:2]=2[C:30]2[CH:35]=[CH:34][CH:33]=[CH:32][CH:31]=2)[N:7]=1. The yield is 0.180. (3) The reactants are [F:1][C:2]([F:14])([F:13])[O:3][C:4]1[CH:12]=[CH:11][CH:10]=[CH:9][C:5]=1[C:6]([OH:8])=O.CN(C=O)C.C(Cl)(=O)C(Cl)=O.[CH2:26]([NH:28][CH2:29][CH3:30])[CH3:27]. The catalyst is C(Cl)Cl. The product is [CH2:26]([N:28]([CH2:29][CH3:30])[C:6](=[O:8])[C:5]1[CH:9]=[CH:10][CH:11]=[CH:12][C:4]=1[O:3][C:2]([F:1])([F:14])[F:13])[CH3:27]. The yield is 0.940. (4) The reactants are [OH:1][C:2]1[CH:10]=[CH:9][C:5]2[N:6]=[CH:7][S:8][C:4]=2[C:3]=1[I:11].Cl[C:13]1[C:22]2[C:17](=[CH:18][C:19]([O:25][CH3:26])=[C:20]([O:23][CH3:24])[CH:21]=2)[N:16]=[CH:15][CH:14]=1. The catalyst is CN(C)C1C=CN=CC=1.ClC1C=CC=CC=1Cl. The product is [I:11][C:3]1[C:4]2[S:8][CH:7]=[N:6][C:5]=2[CH:9]=[CH:10][C:2]=1[O:1][C:13]1[C:22]2[C:17](=[CH:18][C:19]([O:25][CH3:26])=[C:20]([O:23][CH3:24])[CH:21]=2)[N:16]=[CH:15][CH:14]=1. The yield is 0.430. (5) The reactants are [CH3:1][O:2][C:3](=[O:24])[C@H:4]([CH2:16][C:17]1[CH:22]=[CH:21][C:20]([NH2:23])=[CH:19][CH:18]=1)[NH:5][C:6]([C:8]1[C:13]([CH3:14])=[CH:12][CH:11]=[CH:10][C:9]=1[Cl:15])=[S:7].[Cl:25][C:26]1[CH:34]=[CH:33][CH:32]=[C:31]([Cl:35])[C:27]=1[C:28](Cl)=[O:29].C(N(C(C)C)CC)(C)C.O. The catalyst is ClCCl. The product is [CH3:1][O:2][C:3](=[O:24])[C@H:4]([CH2:16][C:17]1[CH:22]=[CH:21][C:20]([NH:23][C:28]([C:27]2[C:26]([Cl:25])=[CH:34][CH:33]=[CH:32][C:31]=2[Cl:35])=[O:29])=[CH:19][CH:18]=1)[NH:5][C:6]([C:8]1[C:13]([CH3:14])=[CH:12][CH:11]=[CH:10][C:9]=1[Cl:15])=[S:7]. The yield is 0.830.